Predict the reaction yield, written as a fraction of the theoretical maximum amount of product (1.0 means a 100% yield; for example, 0.34 means a 34% yield). From a dataset of Reaction yield outcomes from USPTO patents with 853,638 reactions. (1) The reactants are [Br:1][C:2]1[CH:7]=[CH:6][C:5]([C:8]2[CH:16]=[CH:15][CH:14]=[C:13]3[C:9]=2[CH2:10][C:11](=[O:17])[NH:12]3)=[CH:4][CH:3]=1.[CH3:18][C:19]1[C:23]([C:24]([N:26]2[CH2:31][CH2:30][N:29]([CH3:32])[CH2:28][CH2:27]2)=[O:25])=[CH:22][NH:21][C:20]=1[CH:33]=O. The catalyst is C(O)C.N1CCCCC1. The product is [Br:1][C:2]1[CH:3]=[CH:4][C:5]([C:8]2[CH:16]=[CH:15][CH:14]=[C:13]3[C:9]=2[C:10](=[CH:33][C:20]2[NH:21][CH:22]=[C:23]([C:24]([N:26]4[CH2:27][CH2:28][N:29]([CH3:32])[CH2:30][CH2:31]4)=[O:25])[C:19]=2[CH3:18])[C:11](=[O:17])[NH:12]3)=[CH:6][CH:7]=1. The yield is 0.340. (2) The reactants are [C:1]1(=[O:16])[C:10]2[C:5](=[CH:6][CH:7]=[CH:8][CH:9]=2)[C:4]2([CH2:14][CH2:13][CH2:12][CH2:11]2)[C:3](=[O:15])[NH:2]1.[N+:17]([O-])([OH:19])=[O:18]. The catalyst is S(=O)(=O)(O)O. The product is [N+:17]([C:8]1[CH:9]=[C:10]2[C:5]([C:4]3([CH2:14][CH2:13][CH2:12][CH2:11]3)[C:3](=[O:15])[NH:2][C:1]2=[O:16])=[CH:6][CH:7]=1)([O-:19])=[O:18]. The yield is 0.940. (3) The reactants are [Cr](Cl)([O-])(=O)=O.[NH+]1C=CC=CC=1.[Cl:12][C:13]1[CH:18]=[CH:17][C:16]([CH2:19][OH:20])=[CH:15][C:14]=1[O:21][CH3:22]. The catalyst is ClCCl.C(OCC)C. The product is [Cl:12][C:13]1[CH:18]=[CH:17][C:16]([CH:19]=[O:20])=[CH:15][C:14]=1[O:21][CH3:22]. The yield is 0.870.